Dataset: Peptide-MHC class II binding affinity with 134,281 pairs from IEDB. Task: Regression. Given a peptide amino acid sequence and an MHC pseudo amino acid sequence, predict their binding affinity value. This is MHC class II binding data. (1) The peptide sequence is YDKFLANVSTSLTGK. The MHC is DRB3_0202 with pseudo-sequence DRB3_0202. The binding affinity (normalized) is 0.953. (2) The peptide sequence is GTGSLVITASMSGHI. The MHC is DRB5_0101 with pseudo-sequence DRB5_0101. The binding affinity (normalized) is 0.252. (3) The binding affinity (normalized) is 0.535. The peptide sequence is VAWQVKLLPVPPTVT. The MHC is DRB1_1101 with pseudo-sequence DRB1_1101. (4) The peptide sequence is PNLSEQQVAMIRAIR. The MHC is H-2-IAd with pseudo-sequence H-2-IAd. The binding affinity (normalized) is 0.638. (5) The peptide sequence is VTKDTNDNNLYKLHG. The MHC is DRB1_1301 with pseudo-sequence DRB1_1301. The binding affinity (normalized) is 0.212. (6) The peptide sequence is AAATAGTPVYGAFAA. The MHC is HLA-DQA10401-DQB10402 with pseudo-sequence HLA-DQA10401-DQB10402. The binding affinity (normalized) is 0.412. (7) The peptide sequence is ANGYFSGHVIPACKN. The MHC is HLA-DPA10301-DPB10402 with pseudo-sequence HLA-DPA10301-DPB10402. The binding affinity (normalized) is 0.192.